Dataset: Reaction yield outcomes from USPTO patents with 853,638 reactions. Task: Predict the reaction yield, written as a fraction of the theoretical maximum amount of product (1.0 means a 100% yield; for example, 0.34 means a 34% yield). The reactants are [CH3:1][C:2]1[O:6][N:5]=[C:4]([C:7]2[CH:12]=[CH:11][CH:10]=[CH:9][CH:8]=2)[C:3]=1[CH2:13][O:14][C:15]1[CH:23]=[CH:22][C:18]([C:19]([OH:21])=O)=[CH:17][N:16]=1.[NH2:24][CH2:25][C:26]([CH3:30])([CH3:29])[CH2:27][OH:28]. No catalyst specified. The product is [OH:28][CH2:27][C:26]([CH3:30])([CH3:29])[CH2:25][NH:24][C:19](=[O:21])[C:18]1[CH:22]=[CH:23][C:15]([O:14][CH2:13][C:3]2[C:4]([C:7]3[CH:8]=[CH:9][CH:10]=[CH:11][CH:12]=3)=[N:5][O:6][C:2]=2[CH3:1])=[N:16][CH:17]=1. The yield is 0.590.